Dataset: CYP3A4 inhibition data for predicting drug metabolism from PubChem BioAssay. Task: Regression/Classification. Given a drug SMILES string, predict its absorption, distribution, metabolism, or excretion properties. Task type varies by dataset: regression for continuous measurements (e.g., permeability, clearance, half-life) or binary classification for categorical outcomes (e.g., BBB penetration, CYP inhibition). Dataset: cyp3a4_veith. The drug is COc1cc2c(cc1OC)C(C(=O)NCc1cccnc1)C(c1cccnc1)N(C)C2=O. The result is 1 (inhibitor).